This data is from Full USPTO retrosynthesis dataset with 1.9M reactions from patents (1976-2016). The task is: Predict the reactants needed to synthesize the given product. (1) The reactants are: [Br:1][C:2]1[CH:7]=[CH:6][C:5]([C:8]2[N:12]([CH2:13][C@@H:14]3[CH2:18][CH2:17][N:16]([C:19]([CH:21]4[CH2:23][CH2:22]4)=[O:20])[CH2:15]3)[C:11]3[CH:24]=[C:25]([C:28](O)=[O:29])[CH:26]=[CH:27][C:10]=3[N:9]=2)=[CH:4][CH:3]=1.C1C=CC2N(O)N=NC=2C=1.C(Cl)CCl.[CH3:45][N:46]1[CH2:51][CH2:50][NH:49][CH2:48][CH2:47]1. Given the product [Br:1][C:2]1[CH:3]=[CH:4][C:5]([C:8]2[N:12]([CH2:13][C@@H:14]3[CH2:18][CH2:17][N:16]([C:19]([CH:21]4[CH2:22][CH2:23]4)=[O:20])[CH2:15]3)[C:11]3[CH:24]=[C:25]([C:28]([N:49]4[CH2:50][CH2:51][N:46]([CH3:45])[CH2:47][CH2:48]4)=[O:29])[CH:26]=[CH:27][C:10]=3[N:9]=2)=[CH:6][CH:7]=1, predict the reactants needed to synthesize it. (2) Given the product [C:4]([Si:1]([CH3:3])([CH3:2])[O:8][C:9]1[C:10]([CH3:27])=[CH:11][C:12]([C:16]2([OH:26])[C:24]3[C:19](=[CH:20][CH:21]=[CH:22][CH:23]=3)[N:18]([C:33]3[CH:34]=[CH:35][CH:36]=[C:31]([O:30][C:29]([F:28])([F:40])[F:41])[CH:32]=3)[C:17]2=[O:25])=[CH:13][C:14]=1[CH3:15])([CH3:6])([CH3:5])[CH3:7], predict the reactants needed to synthesize it. The reactants are: [Si:1]([O:8][C:9]1[C:14]([CH3:15])=[CH:13][C:12]([C:16]2([OH:26])[C:24]3[C:19](=[CH:20][CH:21]=[CH:22][CH:23]=3)[NH:18][C:17]2=[O:25])=[CH:11][C:10]=1[CH3:27])([C:4]([CH3:7])([CH3:6])[CH3:5])([CH3:3])[CH3:2].[F:28][C:29]([F:41])([F:40])[O:30][C:31]1[CH:32]=[C:33](B(O)O)[CH:34]=[CH:35][CH:36]=1.N1C=CC=CC=1. (3) Given the product [Cl:1][C:2]1[N:7]=[C:6]([C:8]2[C:9]([C:10]3[CH:11]=[CH:12][C:13]([O:23][CH3:24])=[C:14]([NH:16][C:17](=[O:22])[C:18]([F:20])([F:21])[F:19])[CH:15]=3)=[N:26][N:27]3[CH:32]=[CH:31][CH:30]=[CH:29][C:28]=23)[CH:5]=[CH:4][N:3]=1, predict the reactants needed to synthesize it. The reactants are: [Cl:1][C:2]1[N:7]=[C:6]([C:8]#[C:9][C:10]2[CH:11]=[CH:12][C:13]([O:23][CH3:24])=[C:14]([NH:16][C:17](=[O:22])[C:18]([F:21])([F:20])[F:19])[CH:15]=2)[CH:5]=[CH:4][N:3]=1.[I-].[NH2:26][N+:27]1[CH:32]=[CH:31][CH:30]=[CH:29][CH:28]=1. (4) Given the product [C:1]([N:9]=[C:10]1[N:14]([CH2:15][C:16]([OH:18])=[O:17])[C:13]2[CH:21]=[CH:22][CH:23]=[CH:24][C:12]=2[S:11]1)(=[O:8])[C:2]1[CH:3]=[CH:4][CH:5]=[CH:6][CH:7]=1, predict the reactants needed to synthesize it. The reactants are: [C:1]([N:9]=[C:10]1[N:14]([CH2:15][C:16]([O:18]CC)=[O:17])[C:13]2[CH:21]=[CH:22][CH:23]=[CH:24][C:12]=2[S:11]1)(=[O:8])[C:2]1[CH:7]=[CH:6][CH:5]=[CH:4][CH:3]=1.[OH-].[Na+]. (5) Given the product [NH:8]1[C:9]2[C:5](=[CH:4][CH:3]=[CH:2][CH:10]=2)[CH2:6][C:7]1=[O:11], predict the reactants needed to synthesize it. The reactants are: F[C:2]1[CH:10]=[C:9]2[C:5](/[C:6](=C3/C=C(C4C=CC(C=O)=CC=4)C(C)(C)O/3)/[C:7](=[O:11])[NH:8]2)=[CH:4][CH:3]=1.N1(CCOCCO)CCNCC1.C([BH3-])#N.[Na+].C1COCC1.C([O-])(O)=O.[Na+]. (6) Given the product [OH:47][CH2:46][CH2:45][N:44]([CH3:43])[C:37]([C:29]1[CH:30]=[C:31]2[C:26](=[CH:27][CH:28]=1)[C:25]([CH2:24][N:15]1[C:14](=[O:40])[C@@H:13]([NH:12][C:10](=[O:11])[C@@H:9]([N:8]([CH3:42])[C:6](=[O:7])[O:5][C:1]([CH3:3])([CH3:2])[CH3:4])[CH3:41])[CH2:19][O:18][C:17]3[CH:20]=[CH:21][CH:22]=[CH:23][C:16]1=3)=[C:34]([O:35][CH3:36])[CH:33]=[CH:32]2)=[O:39], predict the reactants needed to synthesize it. The reactants are: [C:1]([O:5][C:6]([N:8]([CH3:42])[C@@H:9]([CH3:41])[C:10]([NH:12][C@H:13]1[CH2:19][O:18][C:17]2[CH:20]=[CH:21][CH:22]=[CH:23][C:16]=2[N:15]([CH2:24][C:25]2[C:34]([O:35][CH3:36])=[CH:33][CH:32]=[C:31]3[C:26]=2[CH:27]=[CH:28][C:29]([C:37]([OH:39])=O)=[CH:30]3)[C:14]1=[O:40])=[O:11])=[O:7])([CH3:4])([CH3:3])[CH3:2].[CH3:43][NH:44][CH2:45][CH2:46][OH:47].C1C=CC2N(O)N=NC=2C=1.O.CN(C(ON1N=NC2C=CC=CC1=2)=[N+](C)C)C.F[P-](F)(F)(F)(F)F.CCN(C(C)C)C(C)C. (7) The reactants are: [CH2:1]([O:3][C:4](=[O:18])[CH2:5][NH:6][CH:7]([CH3:17])[C:8]([C:10]1[CH:15]=[CH:14][C:13]([Cl:16])=[CH:12][CH:11]=1)=O)[CH3:2].[CH:19]1([N:22]=[C:23]=[O:24])[CH2:21][CH2:20]1. Given the product [CH2:1]([O:3][C:4](=[O:18])[CH2:5][N:6]1[C:7]([CH3:17])=[C:8]([C:10]2[CH:15]=[CH:14][C:13]([Cl:16])=[CH:12][CH:11]=2)[N:22]([CH:19]2[CH2:21][CH2:20]2)[C:23]1=[O:24])[CH3:2], predict the reactants needed to synthesize it. (8) Given the product [CH2:11]([O:10][C:8](=[O:9])[CH2:7][CH:34]1[O:35][B:31]([OH:32])[C:20]2[CH:21]=[C:22]([OH:24])[CH:23]=[C:16]([CH2:15][O:14][CH3:13])[C:17]1=2)[CH3:12], predict the reactants needed to synthesize it. The reactants are: C[Si](Cl)(C)C.Br[CH2:7][C:8]([O:10][CH2:11][CH3:12])=[O:9].[CH3:13][O:14][CH2:15][C:16]1[CH:23]=[C:22]([O:24]C2CCCCO2)[CH:21]=[C:20]([B:31]2[O:35][C:34](C)(C)C(C)(C)[O:32]2)[C:17]=1C=O.Cl. (9) Given the product [CH2:1]([O:4][C:5]1([CH3:38])[CH2:10][CH2:9][N:8]([C:11]2[N:16]3[N:17]=[C:18]([C:20]4[CH:21]=[C:22]([C:41]5[C:42]([OH:46])=[CH:43][CH:44]=[CH:45][C:40]=5[Cl:39])[CH:23]=[CH:24][CH:25]=4)[CH:19]=[C:15]3[N:14]=[C:13]([CH3:27])[C:12]=2[C@H:28]([O:33][C:34]([CH3:37])([CH3:36])[CH3:35])[C:29]([O:31][CH3:32])=[O:30])[CH2:7][CH2:6]1)[CH:2]=[CH2:3], predict the reactants needed to synthesize it. The reactants are: [CH2:1]([O:4][C:5]1([CH3:38])[CH2:10][CH2:9][N:8]([C:11]2[N:16]3[N:17]=[C:18]([C:20]4[CH:25]=[CH:24][CH:23]=[C:22](Br)[CH:21]=4)[CH:19]=[C:15]3[N:14]=[C:13]([CH3:27])[C:12]=2[C@H:28]([O:33][C:34]([CH3:37])([CH3:36])[CH3:35])[C:29]([O:31][CH3:32])=[O:30])[CH2:7][CH2:6]1)[CH:2]=[CH2:3].[Cl:39][C:40]1[CH:45]=[CH:44][CH:43]=[C:42]([OH:46])[C:41]=1B(O)O.